This data is from Forward reaction prediction with 1.9M reactions from USPTO patents (1976-2016). The task is: Predict the product of the given reaction. (1) Given the reactants [C:1]([O:5][C:6]([N:8]1[CH2:11][C:10]2([CH2:16][CH2:15][NH:14][CH2:13][CH2:12]2)[CH2:9]1)=[O:7])([CH3:4])([CH3:3])[CH3:2].C(O[C:20]1(O[Si](C)(C)C)[CH2:22][CH2:21]1)C.CC(O)=O.[BH3-]C#N.[Na+], predict the reaction product. The product is: [C:1]([O:5][C:6]([N:8]1[CH2:11][C:10]2([CH2:16][CH2:15][N:14]([CH:20]3[CH2:22][CH2:21]3)[CH2:13][CH2:12]2)[CH2:9]1)=[O:7])([CH3:4])([CH3:2])[CH3:3]. (2) Given the reactants Br[C:2]1[CH:7]=[CH:6][N:5]=[C:4]([O:8][CH2:9][C:10]2[C:15]([F:16])=[CH:14][CH:13]=[CH:12][C:11]=2[F:17])[CH:3]=1.C(=O)([O-])[O-].[Cs+].[Cs+].[CH2:24](B(O)O)[CH3:25].ClCCl, predict the reaction product. The product is: [F:17][C:11]1[CH:12]=[CH:13][CH:14]=[C:15]([F:16])[C:10]=1[CH2:9][O:8][C:4]1[CH:3]=[C:2]([CH2:24][CH3:25])[CH:7]=[CH:6][N:5]=1. (3) The product is: [CH:1]([N:4]([CH3:29])[C:5]1[C:6]([C:19]2[CH:24]=[CH:23][C:22]([C:25]([F:27])([F:28])[F:26])=[CH:21][CH:20]=2)=[N:7][C:8]2[C:13]([N:14]=1)=[CH:12][C:11]([C:15]([OH:17])=[O:16])=[CH:10][CH:9]=2)([CH3:3])[CH3:2]. Given the reactants [CH:1]([N:4]([CH3:29])[C:5]1[C:6]([C:19]2[CH:24]=[CH:23][C:22]([C:25]([F:28])([F:27])[F:26])=[CH:21][CH:20]=2)=[N:7][C:8]2[C:13]([N:14]=1)=[CH:12][C:11]([C:15]([O:17]C)=[O:16])=[CH:10][CH:9]=2)([CH3:3])[CH3:2].[OH-].[Na+].O, predict the reaction product.